This data is from Peptide-MHC class II binding affinity with 134,281 pairs from IEDB. The task is: Regression. Given a peptide amino acid sequence and an MHC pseudo amino acid sequence, predict their binding affinity value. This is MHC class II binding data. (1) The peptide sequence is APPRLICDSRVLERY. The MHC is DRB1_0301 with pseudo-sequence DRB1_0301. The binding affinity (normalized) is 0.830. (2) The peptide sequence is SSKAATAKAPGLVPK. The MHC is DRB1_1602 with pseudo-sequence DRB1_1602. The binding affinity (normalized) is 0.474. (3) The peptide sequence is GLVPKLDAAYSVAYK. The MHC is DRB1_1001 with pseudo-sequence DRB1_1001. The binding affinity (normalized) is 0.731. (4) The peptide sequence is FLATRIFGRRSIPVN. The MHC is HLA-DQA10501-DQB10402 with pseudo-sequence HLA-DQA10501-DQB10402. The binding affinity (normalized) is 0.719. (5) The peptide sequence is LEASMLLDNMEVRGG. The MHC is DRB1_1301 with pseudo-sequence DRB1_1301. The binding affinity (normalized) is 0.